This data is from Full USPTO retrosynthesis dataset with 1.9M reactions from patents (1976-2016). The task is: Predict the reactants needed to synthesize the given product. Given the product [Cl:33][C:21]1[N:22]=[CH:23][N:24]([CH2:25][O:26][CH2:27][CH2:28][Si:29]([CH3:31])([CH3:32])[CH3:30])[C:20]=1[C:18]([NH:17][CH2:16][C:11]1[CH:12]=[CH:13][C:14]([Cl:15])=[C:9]([O:8][C:6]2[CH:7]=[C:2]([C:39]#[N:40])[C:3]([F:38])=[CH:4][C:5]=2[N+:35]([O-:37])=[O:36])[C:10]=1[F:34])=[O:19], predict the reactants needed to synthesize it. The reactants are: Br[C:2]1[C:3]([F:38])=[CH:4][C:5]([N+:35]([O-:37])=[O:36])=[C:6]([O:8][C:9]2[C:10]([F:34])=[C:11]([CH2:16][NH:17][C:18]([C:20]3[N:24]([CH2:25][O:26][CH2:27][CH2:28][Si:29]([CH3:32])([CH3:31])[CH3:30])[CH:23]=[N:22][C:21]=3[Cl:33])=[O:19])[CH:12]=[CH:13][C:14]=2[Cl:15])[CH:7]=1.[CH3:39][N:40](C=O)C.